Dataset: Catalyst prediction with 721,799 reactions and 888 catalyst types from USPTO. Task: Predict which catalyst facilitates the given reaction. (1) Reactant: Cl[C:2]1[C:7]([N+:8]([O-:10])=[O:9])=[CH:6][C:5]([Cl:11])=[CH:4][N:3]=1.[CH3:12][C:13]1[CH:18]=[CH:17][NH:16][C:15](=[O:19])[CH:14]=1.C(=O)([O-])[O-].[K+].[K+]. Product: [Cl:11][C:5]1[CH:6]=[C:7]([N+:8]([O-:10])=[O:9])[C:2]([O:19][C:15]2[CH:14]=[C:13]([CH3:12])[CH:18]=[CH:17][N:16]=2)=[N:3][CH:4]=1. The catalyst class is: 3. (2) Reactant: [CH3:1][C:2]1[CH:10]=[CH:9][CH:8]=[C:7]2[C:3]=1[CH2:4][C:5](=[O:11])[NH:6]2.[C:12]1([C:21]2[C:16](=[CH:17][CH:18]=[CH:19][CH:20]=2)[CH2:15][O:14]1)=O.C[Si](C)(C)N[Si](C)(C)C.[Na].Cl. Product: [C:12]1(=[C:4]2[C:3]3[C:7](=[CH:8][CH:9]=[CH:10][C:2]=3[CH3:1])[NH:6][C:5]2=[O:11])[C:21]2[C:16](=[CH:17][CH:18]=[CH:19][CH:20]=2)[CH2:15][O:14]1. The catalyst class is: 3. (3) Reactant: Br[C:2]1[CH:3]=[C:4]([S:12]([N:15]2[CH2:20][CH2:19][N:18]3[CH2:21][C@H:22]([O:24][C:25]4[CH:30]=[N:29][C:28]([CH:31]5[CH2:33][CH2:32]5)=[CH:27][N:26]=4)[CH2:23][C@H:17]3[CH2:16]2)(=[O:14])=[O:13])[CH:5]=[C:6]([C:8]([F:11])([F:10])[F:9])[CH:7]=1.[Cu][C:35]#[N:36]. Product: [CH:31]1([C:28]2[N:29]=[CH:30][C:25]([O:24][C@H:22]3[CH2:21][N:18]4[CH2:19][CH2:20][N:15]([S:12]([C:4]5[CH:3]=[C:2]([CH:7]=[C:6]([C:8]([F:10])([F:11])[F:9])[CH:5]=5)[C:35]#[N:36])(=[O:13])=[O:14])[CH2:16][C@@H:17]4[CH2:23]3)=[N:26][CH:27]=2)[CH2:32][CH2:33]1. The catalyst class is: 9. (4) Reactant: [N:1]([C:4]1[CH:9]=[CH:8][C:7]([S:10]([NH2:13])(=[O:12])=[O:11])=[CH:6][CH:5]=1)=[C:2]=[S:3].[CH2:14]([N:16](CC)CC)[CH3:15].FC(F)(F)C([O-])=O.[N:28]1[CH:33]=[CH:32][CH:31]=[CH:30][C:29]=1[CH2:34][N:35]([CH2:43][C:44]1[CH:49]=[CH:48][CH:47]=[CH:46][N:45]=1)[CH2:36][CH2:37][CH2:38][CH2:39][CH2:40][CH2:41]N.[C:50](=[Re+:52](=[C:55]=[O:56])=[C:53]=[O:54])=[O:51]. Product: [N:28]1[CH:33]=[CH:32][CH:31]=[CH:30][C:29]=1[CH2:34][N:35]([CH2:43][C:44]1[CH:49]=[CH:48][CH:47]=[CH:46][N:45]=1)[CH2:36][CH2:37][CH2:38][CH2:39][CH2:40][CH2:41][CH2:15][CH2:14][NH:16][C:2](=[S:3])[NH:1][C:4]1[CH:5]=[CH:6][C:7]([S:10]([NH2:13])(=[O:11])=[O:12])=[CH:8][CH:9]=1.[C:50](=[Re+:52](=[C:55]=[O:56])=[C:53]=[O:54])=[O:51]. The catalyst class is: 10. (5) Reactant: [NH2:1][C@@H:2]1[C:19]2[CH:20]=[C:15]([CH:16]=[CH:17][N:18]=2)[C:14]2[CH:13]=[CH:12][C:11]([NH:21][C:22](=[O:25])[O:23][CH3:24])=[CH:10][C:9]=2[NH:8][C:7](=[O:26])[C@H:6]([CH3:27])[CH2:5][CH2:4][CH2:3]1.C(C1C=CC(C2O[N:37]2[C:39]([O:41][C:42]([CH3:45])([CH3:44])[CH3:43])=[O:40])=CC=1)#N. Product: [C:42]([O:41][C:39]([NH:37][NH:1][C@@H:2]1[C:19]2[CH:20]=[C:15]([CH:16]=[CH:17][N:18]=2)[C:14]2[CH:13]=[CH:12][C:11]([NH:21][C:22](=[O:25])[O:23][CH3:24])=[CH:10][C:9]=2[NH:8][C:7](=[O:26])[C@H:6]([CH3:27])[CH2:5][CH2:4][CH2:3]1)=[O:40])([CH3:45])([CH3:44])[CH3:43]. The catalyst class is: 4.